From a dataset of Full USPTO retrosynthesis dataset with 1.9M reactions from patents (1976-2016). Predict the reactants needed to synthesize the given product. The reactants are: [BH4-].[Na+].[C:3]([C:6]1[CH:11]=[CH:10][CH:9]=[C:8]([CH:12]([CH3:14])[CH3:13])[C:7]=1[NH:15][C:16](=[O:38])[N:17]([CH2:31][C:32]1[CH:37]=[CH:36][CH:35]=[CH:34][CH:33]=1)[CH2:18][C:19]1([C:25]2[CH:30]=[CH:29][CH:28]=[CH:27][N:26]=2)[CH2:24][CH2:23][CH2:22][CH2:21][CH2:20]1)(=[O:5])[CH3:4].O. Given the product [CH2:31]([N:17]([CH2:18][C:19]1([C:25]2[CH:30]=[CH:29][CH:28]=[CH:27][N:26]=2)[CH2:20][CH2:21][CH2:22][CH2:23][CH2:24]1)[C:16]([NH:15][C:7]1[C:8]([CH:12]([CH3:14])[CH3:13])=[CH:9][CH:10]=[CH:11][C:6]=1[CH:3]([OH:5])[CH3:4])=[O:38])[C:32]1[CH:33]=[CH:34][CH:35]=[CH:36][CH:37]=1, predict the reactants needed to synthesize it.